Task: Predict the reaction yield, written as a fraction of the theoretical maximum amount of product (1.0 means a 100% yield; for example, 0.34 means a 34% yield).. Dataset: Reaction yield outcomes from USPTO patents with 853,638 reactions The reactants are Cl[C:2]1[N:7]=[C:6]([NH:8][C@@H:9]2[C@@H:14]3[CH2:15][C@@H:11]([CH:12]=[CH:13]3)[C@@H:10]2[C:16]([NH2:18])=[O:17])[C:5]([Cl:19])=[CH:4][N:3]=1.[NH2:20][C:21]1[C:34]([O:35][CH3:36])=[CH:33][C:24]2[CH2:25][CH2:26][N:27]([CH2:30][CH2:31][OH:32])[CH2:28][CH2:29][C:23]=2[CH:22]=1. No catalyst specified. The product is [Cl:19][C:5]1[C:6]([NH:8][C@@H:9]2[C@@H:14]3[CH2:15][C@@H:11]([CH:12]=[CH:13]3)[C@@H:10]2[C:16]([NH2:18])=[O:17])=[N:7][C:2]([NH:20][C:21]2[C:34]([O:35][CH3:36])=[CH:33][C:24]3[CH2:25][CH2:26][N:27]([CH2:30][CH2:31][OH:32])[CH2:28][CH2:29][C:23]=3[CH:22]=2)=[N:3][CH:4]=1. The yield is 0.420.